From a dataset of Full USPTO retrosynthesis dataset with 1.9M reactions from patents (1976-2016). Predict the reactants needed to synthesize the given product. (1) Given the product [CH2:1]([C:8]1[N:9]=[N:10][C:11]2[C:16]([C:17]=1[C:18]1[CH:19]=[C:20]([NH:24][CH2:36][C:26]3[C:35]4[C:30](=[CH:31][CH:32]=[CH:33][CH:34]=4)[CH:29]=[CH:28][CH:27]=3)[CH:21]=[CH:22][CH:23]=1)=[CH:15][CH:14]=[CH:13][C:12]=2[Cl:25])[C:2]1[CH:7]=[CH:6][CH:5]=[CH:4][CH:3]=1, predict the reactants needed to synthesize it. The reactants are: [CH2:1]([C:8]1[N:9]=[N:10][C:11]2[C:16]([C:17]=1[C:18]1[CH:19]=[C:20]([NH2:24])[CH:21]=[CH:22][CH:23]=1)=[CH:15][CH:14]=[CH:13][C:12]=2[Cl:25])[C:2]1[CH:7]=[CH:6][CH:5]=[CH:4][CH:3]=1.[C:26]1([CH:36]=O)[C:35]2[C:30](=[CH:31][CH:32]=[CH:33][CH:34]=2)[CH:29]=[CH:28][CH:27]=1. (2) Given the product [CH3:1][S:2]([O:5][C:6]1[CH:11]=[CH:10][CH:9]=[C:8]([C:12]2([C:20]3[CH:25]=[CH:24][C:23]([F:26])=[C:22]([C:32]4[N:31]=[C:30]([O:29][CH3:28])[CH:35]=[CH:34][N:33]=4)[CH:21]=3)[C:16](=[O:17])[N:15]([CH3:18])[C:14]([NH2:19])=[N:13]2)[CH:7]=1)(=[O:4])=[O:3], predict the reactants needed to synthesize it. The reactants are: [CH3:1][S:2]([O:5][C:6]1[CH:11]=[CH:10][CH:9]=[C:8]([C:12]2([C:20]3[CH:25]=[CH:24][C:23]([F:26])=[C:22](Br)[CH:21]=3)[C:16](=[O:17])[N:15]([CH3:18])[C:14]([NH2:19])=[N:13]2)[CH:7]=1)(=[O:4])=[O:3].[CH3:28][O:29][C:30]1[CH:35]=[CH:34][N:33]=[C:32]([Sn](CCCC)(CCCC)CCCC)[N:31]=1. (3) Given the product [Br:1][C:2]1[CH:3]=[C:4]([NH:8][CH2:14][C:13]2[CH:16]=[CH:17][C:10]([Cl:9])=[C:11]([F:18])[CH:12]=2)[CH:5]=[N:6][CH:7]=1, predict the reactants needed to synthesize it. The reactants are: [Br:1][C:2]1[CH:3]=[C:4]([NH2:8])[CH:5]=[N:6][CH:7]=1.[Cl:9][C:10]1[CH:17]=[CH:16][C:13]([CH:14]=O)=[CH:12][C:11]=1[F:18].C(O[BH-](OC(=O)C)OC(=O)C)(=O)C.[Na+].